Dataset: Retrosynthesis with 50K atom-mapped reactions and 10 reaction types from USPTO. Task: Predict the reactants needed to synthesize the given product. (1) Given the product CC(=O)c1ccccc1N(C)C(=O)CBr, predict the reactants needed to synthesize it. The reactants are: CNc1ccccc1C(C)=O.O=C(Br)CBr. (2) Given the product Nc1cc(N2CCOCC2)ccc1F, predict the reactants needed to synthesize it. The reactants are: CC(C)(C)OC(=O)Nc1cc(N2CCOCC2)ccc1F. (3) Given the product Cn1cnc(-c2ccc(Br)cc2)c1C(=O)O, predict the reactants needed to synthesize it. The reactants are: CCOC(=O)c1c(-c2ccc(Br)cc2)ncn1C. (4) The reactants are: COc1ccc(B(O)O)c(OC)c1.Cc1nc[nH]c1/C=C1\C(=O)Nc2ccc(F)c(I)c21. Given the product COc1ccc(-c2c(F)ccc3c2/C(=C/c2[nH]cnc2C)C(=O)N3)c(OC)c1, predict the reactants needed to synthesize it. (5) Given the product CC(C)(c1ccc(F)cc1)N1CCN(c2ccc3nnc(C(F)F)n3n2)CC1, predict the reactants needed to synthesize it. The reactants are: CC(C)(c1ccc(F)cc1)N1CCNCC1.FC(F)c1nnc2ccc(Cl)nn12.